This data is from Reaction yield outcomes from USPTO patents with 853,638 reactions. The task is: Predict the reaction yield, written as a fraction of the theoretical maximum amount of product (1.0 means a 100% yield; for example, 0.34 means a 34% yield). The reactants are [O-]P([O-])([O-])=O.[K+].[K+].[K+].Br[C:10]1[N:15]=[N:14][C:13]([NH2:16])=[CH:12][CH:11]=1.[Cl-].[CH3:18][NH+:19]1[CH2:24][CH:23]=[C:22](B2OC(C)(C)C(C)(C)O2)[CH2:21][CH2:20]1.CC(C1C=C(C(C)C)C(C2C=CC=CC=2P(C2CCCCC2)C2CCCCC2)=C(C(C)C)C=1)C. The catalyst is C(O)CCC.O.C1C=CC(/C=C/C(/C=C/C2C=CC=CC=2)=O)=CC=1.C1C=CC(/C=C/C(/C=C/C2C=CC=CC=2)=O)=CC=1.[Pd]. The product is [CH3:18][N:19]1[CH2:20][CH:21]=[C:22]([C:10]2[N:15]=[N:14][C:13]([NH2:16])=[CH:12][CH:11]=2)[CH2:23][CH2:24]1. The yield is 0.820.